This data is from Forward reaction prediction with 1.9M reactions from USPTO patents (1976-2016). The task is: Predict the product of the given reaction. (1) Given the reactants [Cl:1][C:2]1[CH:3]=[C:4]([CH2:9][S:10]([NH:13][C:14]2[C:19]([O:20][CH3:21])=C[C:17]([S:22][CH:23]([CH3:25])C)=[CH:16][N:15]=2)(=[O:12])=[O:11])[CH:5]=[C:6](Cl)[CH:7]=1.BrC1[N:28]=C(OC)C(NS(CC2C=CC=C(Cl)C=2)(=O)=O)=NC=1.ClC1C=C(CS(NC2C(OC)=CC(I)=CN=2)(=O)=O)C=C(Cl)C=1.[S-]CC.[Na+].CC(S)C, predict the reaction product. The product is: [Cl:1][C:2]1[CH:3]=[C:4]([CH2:9][S:10]([NH:13][C:14]2[C:19]([O:20][CH3:21])=[N:28][C:17]([S:22][CH2:23][CH3:25])=[CH:16][N:15]=2)(=[O:12])=[O:11])[CH:5]=[CH:6][CH:7]=1. (2) Given the reactants [F:8][C:7]([F:10])([F:9])[C:6](O[C:6](=[O:11])[C:7]([F:10])([F:9])[F:8])=[O:11].[CH2:14]([N:18]1[C:26]2[C:21](=[CH:22][CH:23]=[C:24]([C:27]([O:29][CH2:30][CH2:31][CH2:32][CH3:33])=[O:28])[CH:25]=2)[CH:20]=[CH:19]1)[CH2:15][CH2:16][CH3:17].C(=O)(O)[O-].[Na+], predict the reaction product. The product is: [CH2:14]([N:18]1[C:26]2[C:21](=[CH:22][CH:23]=[C:24]([C:27]([O:29][CH2:30][CH2:31][CH2:32][CH3:33])=[O:28])[CH:25]=2)[C:20]([C:6](=[O:11])[C:7]([F:8])([F:9])[F:10])=[CH:19]1)[CH2:15][CH2:16][CH3:17]. (3) Given the reactants [CH:1]#[C:2][CH2:3]C(C1C=CC(C(N[C@H](C(O)=O)CCC(O)=O)=O)=CC=1)CC1N=C2C(N)=NC(N)=NC2=NC=1.[H-].[Na+].[CH3:38][O:39][C:40](=[O:52])[CH2:41][C:42]1[CH:51]=[CH:50][C:45]([C:46]([O:48][CH3:49])=[O:47])=[CH:44][CH:43]=1.C(Br)C#C, predict the reaction product. The product is: [CH3:38][O:39][C:40](=[O:52])[CH:41]([CH2:3][C:2]#[CH:1])[C:42]1[CH:51]=[CH:50][C:45]([C:46]([O:48][CH3:49])=[O:47])=[CH:44][CH:43]=1. (4) The product is: [C:18]([C:2]1[CH:3]=[C:4]2[C:8](=[CH:9][C:10]=1[O:11][CH3:12])[NH:7][C:6]([C:13]([O:15][CH2:16][CH3:17])=[O:14])=[CH:5]2)#[N:19]. Given the reactants Br[C:2]1[CH:3]=[C:4]2[C:8](=[CH:9][C:10]=1[O:11][CH3:12])[NH:7][C:6]([C:13]([O:15][CH2:16][CH3:17])=[O:14])=[CH:5]2.[CH3:18][N:19]1C(=O)CCC1, predict the reaction product. (5) Given the reactants [N:1]1[C:14]2C(=CC=C3[C:13]=2[N:12]=[CH:11]C=C3)C=CC=1.C(=O)([O-])[O-].[K+].[K+].CN(C)C=O.[C:26]1([CH3:35])[CH:31]=[C:30]([CH3:32])[CH:29]=[C:28]([CH3:33])[C:27]=1I.C1(C)C=C(C)C=C(C)C=1Br, predict the reaction product. The product is: [CH3:35][C:26]1[CH:31]=[C:30]([CH3:32])[CH:29]=[C:28]([CH3:33])[C:27]=1[N:12]1[CH:13]=[CH:14][N:1]=[CH:11]1. (6) Given the reactants [CH3:1][C:2]1[CH:7]=[C:6]([NH:8][C:9]([C:11]2[C:16]([NH:17][C:18]3[CH:19]=[N:20][CH:21]=[CH:22][CH:23]=3)=[CH:15][CH:14]=[C:13]([CH3:24])[N:12]=2)=[O:10])[CH:5]=[CH:4][N:3]=1.Br[C:26]1C(C)=NC=CC=1, predict the reaction product. The product is: [CH3:1][C:2]1[CH:7]=[C:6]([NH:8][C:9]([C:11]2[C:16]([NH:17][C:18]3[C:19]([CH3:26])=[N:20][CH:21]=[CH:22][CH:23]=3)=[CH:15][CH:14]=[C:13]([CH3:24])[N:12]=2)=[O:10])[CH:5]=[CH:4][N:3]=1.